From a dataset of Forward reaction prediction with 1.9M reactions from USPTO patents (1976-2016). Predict the product of the given reaction. (1) Given the reactants [Cl:1][C:2]1[C:10]2[N:9]=[C:8]3[N:11]([C:15]4[CH:20]=[CH:19][C:18]([Cl:21])=[CH:17][C:16]=4[Cl:22])[CH2:12][CH2:13][CH2:14][N:7]3[C:6]=2[C:5]([CH:23]([NH:26][S:27]([CH3:30])(=[O:29])=[O:28])[CH2:24][CH3:25])=[CH:4][CH:3]=1.[H-].[Na+].[CH3:33]I, predict the reaction product. The product is: [Cl:1][C:2]1[C:10]2[N:9]=[C:8]3[N:11]([C:15]4[CH:20]=[CH:19][C:18]([Cl:21])=[CH:17][C:16]=4[Cl:22])[CH2:12][CH2:13][CH2:14][N:7]3[C:6]=2[C:5]([CH:23]([N:26]([CH3:33])[S:27]([CH3:30])(=[O:28])=[O:29])[CH2:24][CH3:25])=[CH:4][CH:3]=1. (2) The product is: [NH2:1][C:2]1[S:3][C:4]([C:17]2[CH:22]=[CH:21][C:20]([S:23][CH3:24])=[CH:19][CH:18]=2)=[C:5]([C:7]2[CH:8]=[CH:9][C:10]([CH2:11][OH:12])=[CH:15][CH:16]=2)[N:6]=1. Given the reactants [NH2:1][C:2]1[S:3][C:4]([C:17]2[CH:22]=[CH:21][C:20]([S:23][CH3:24])=[CH:19][CH:18]=2)=[C:5]([C:7]2[CH:16]=[CH:15][C:10]([C:11](OC)=[O:12])=[CH:9][CH:8]=2)[N:6]=1.[H-].[Al+3].[Li+].[H-].[H-].[H-].C(OCC)(=O)C.O, predict the reaction product.